From a dataset of Full USPTO retrosynthesis dataset with 1.9M reactions from patents (1976-2016). Predict the reactants needed to synthesize the given product. (1) Given the product [CH2:1]([O:8][C:9]1[CH:28]=[CH:27][CH:26]=[CH:25][C:10]=1[CH2:11][C:12]1[C:13]([O:24][C@@H:38]2[O:39][C@H:34]([CH2:33][O:32][C:30](=[O:31])[CH3:29])[C@@H:35]([O:49][C:50](=[O:51])[CH3:52])[C@H:36]([O:45][C:46](=[O:47])[CH3:48])[C@H:37]2[O:41][C:42](=[O:43])[CH3:44])=[N:14][NH:15][C:16]=1[C:17]([F:22])([F:23])[C:18]([F:19])([F:20])[F:21])[C:2]1[CH:7]=[CH:6][CH:5]=[CH:4][CH:3]=1, predict the reactants needed to synthesize it. The reactants are: [CH2:1]([O:8][C:9]1[CH:28]=[CH:27][CH:26]=[CH:25][C:10]=1[CH2:11][C:12]1[C:13](=[O:24])[NH:14][NH:15][C:16]=1[C:17]([F:23])([F:22])[C:18]([F:21])([F:20])[F:19])[C:2]1[CH:7]=[CH:6][CH:5]=[CH:4][CH:3]=1.[CH3:29][C:30]([O:32][CH2:33][C@H:34]1[O:39][C@H:38](Br)[C@H:37]([O:41][C:42]([CH3:44])=[O:43])[C@@H:36]([O:45][C:46]([CH3:48])=[O:47])[C@@H:35]1[O:49][C:50]([CH3:52])=[O:51])=[O:31].C(=O)([O-])[O-].[K+].[K+]. (2) Given the product [CH3:10][C:11]1([CH3:36])[CH2:20][C:19]2[C:14](=[CH:15][CH:16]=[C:17]([C:21]([NH:9][S:6]([CH:3]3[CH2:5][CH2:4]3)(=[O:8])=[O:7])=[O:22])[CH:18]=2)[NH:13][CH:12]1[C:24]1[CH:29]=[CH:28][CH:27]=[C:26]([N:30]2[CH2:35][CH2:34][NH:33][CH2:32][CH2:31]2)[CH:25]=1, predict the reactants needed to synthesize it. The reactants are: [H-].[Na+].[CH:3]1([S:6]([NH2:9])(=[O:8])=[O:7])[CH2:5][CH2:4]1.[CH3:10][C:11]1([CH3:36])[CH2:20][C:19]2[C:14](=[CH:15][CH:16]=[C:17]([C:21](O)=[O:22])[CH:18]=2)[NH:13][CH:12]1[C:24]1[CH:29]=[CH:28][CH:27]=[C:26]([N:30]2[CH2:35][CH2:34][NH:33][CH2:32][CH2:31]2)[CH:25]=1.C(N1C=CN=C1)(N1C=CN=C1)=O. (3) The reactants are: [S-:1][C:2]#[N:3].[K+].[CH2:11]1[O:12][C:9](O)([CH2:11][OH:12])[CH2:8]O[C:9]1(O)[CH2:8]O.Cl.[CH2:18]([NH2:20])[CH3:19].C(O)(=O)C. Given the product [CH2:18]([N:20]1[C:9]([CH2:11][OH:12])=[CH:8][N:3]=[C:2]1[SH:1])[CH3:19], predict the reactants needed to synthesize it. (4) Given the product [CH2:59]([N:61]1[CH2:66][CH2:65][N:64]([C:20]([C:19]2[CH:23]=[CH:24][C:16]([N:13]3[C:14]([OH:15])=[C:10]([C:6]4[C:5]([CH3:25])=[CH:4][C:3]([C:1]#[N:2])=[C:8]([F:9])[CH:7]=4)[CH:11]=[N:12]3)=[N:17][CH:18]=2)=[O:22])[C@@H:63]([CH3:67])[CH2:62]1)[CH3:60], predict the reactants needed to synthesize it. The reactants are: [C:1]([C:3]1[C:8]([F:9])=[CH:7][C:6]([C:10]2[CH:11]=[N:12][N:13]([C:16]3[CH:24]=[CH:23][C:19]([C:20]([OH:22])=O)=[CH:18][N:17]=3)[C:14]=2[OH:15])=[C:5]([CH3:25])[CH:4]=1)#[N:2].N1(O)C2C=CC=CC=2N=N1.Cl.C(N=C=NCCCN(C)C)C.C(N(C(C)C)C(C)C)C.Cl.Cl.[CH2:59]([N:61]1[CH2:66][CH2:65][NH:64][C@@H:63]([CH3:67])[CH2:62]1)[CH3:60].Cl. (5) Given the product [O:21]=[C:20]1[C:19]2[C:14](=[CH:15][CH:16]=[CH:17][CH:18]=2)[C:13](=[O:22])[N:12]1[CH2:11][C:5]1[C:4]2[C:8](=[CH:9][CH:10]=[C:2]([NH:1][C:31]([CH:28]3[CH2:29][CH2:30][N:26]([CH2:25][C:24](=[O:23])[N:34]4[CH2:35][CH2:36][N:37]([C:40]5[CH:45]=[CH:44][C:43]([C:46]6[N:47]=[CH:48][CH:49]=[CH:50][N:51]=6)=[CH:42][CH:41]=5)[CH2:38][CH2:39]4)[CH2:27]3)=[O:32])[CH:3]=2)[NH:7][N:6]=1, predict the reactants needed to synthesize it. The reactants are: [NH2:1][C:2]1[CH:3]=[C:4]2[C:8](=[CH:9][CH:10]=1)[NH:7][N:6]=[C:5]2[CH2:11][N:12]1[C:20](=[O:21])[C:19]2[C:14](=[CH:15][CH:16]=[CH:17][CH:18]=2)[C:13]1=[O:22].[O:23]=[C:24]([N:34]1[CH2:39][CH2:38][N:37]([C:40]2[CH:45]=[CH:44][C:43]([C:46]3[N:51]=[CH:50][CH:49]=[CH:48][N:47]=3)=[CH:42][CH:41]=2)[CH2:36][CH2:35]1)[CH2:25][N:26]1[CH2:30][CH2:29][CH:28]([C:31](O)=[O:32])[CH2:27]1.CN(C(ON1N=NC2C=CC=NC1=2)=[N+](C)C)C.F[P-](F)(F)(F)(F)F.C(N(C(C)C)CC)(C)C. (6) Given the product [CH3:1][O:2][C:3]1[CH:4]=[CH:5][C:6]([C:9]2[N:16]3[C:12]([S:13][C:14]4[CH:20]=[CH:19][CH:18]=[CH:17][C:15]=43)=[C:11]([CH2:21][OH:22])[C:10]=2[CH2:24][OH:25])=[CH:7][CH:8]=1, predict the reactants needed to synthesize it. The reactants are: [CH3:1][O:2][C:3]1[CH:8]=[CH:7][C:6]([C:9]2[N:16]3[C:12]([S:13][C:14]4[CH:20]=[CH:19][CH:18]=[CH:17][C:15]=43)=[C:11]([C:21]([O-])=[O:22])[C:10]=2[C:24]([O-])=[O:25])=[CH:5][CH:4]=1.[H-].[Al+3].[Li+].[H-].[H-].[H-].[H-].[NH4+].[OH-].